This data is from Reaction yield outcomes from USPTO patents with 853,638 reactions. The task is: Predict the reaction yield, written as a fraction of the theoretical maximum amount of product (1.0 means a 100% yield; for example, 0.34 means a 34% yield). The reactants are [C:1]([C:5]1[O:9][N:8]=[C:7]([NH:10][C:11]([NH:13][C:14]2[CH:19]=[CH:18][CH:17]=[C:16]([O:20][C:21]3[C:30]4[C:25](=[CH:26][C:27]([O:35][CH3:36])=[C:28]([O:31][CH2:32][CH2:33]Cl)[CH:29]=4)[N:24]=[CH:23][N:22]=3)[CH:15]=2)=[O:12])[CH:6]=1)([CH3:4])([CH3:3])[CH3:2].[NH:37]1[CH2:42][CH2:41][CH2:40][CH2:39][CH2:38]1.CCN(C(C)C)C(C)C.O. The catalyst is [I-].C([N+](CCCC)(CCCC)CCCC)CCC.CN(C=O)C. The product is [C:1]([C:5]1[O:9][N:8]=[C:7]([NH:10][C:11]([NH:13][C:14]2[CH:19]=[CH:18][CH:17]=[C:16]([O:20][C:21]3[C:30]4[C:25](=[CH:26][C:27]([O:35][CH3:36])=[C:28]([O:31][CH2:32][CH2:33][N:37]5[CH2:42][CH2:41][CH2:40][CH2:39][CH2:38]5)[CH:29]=4)[N:24]=[CH:23][N:22]=3)[CH:15]=2)=[O:12])[CH:6]=1)([CH3:4])([CH3:3])[CH3:2]. The yield is 0.130.